From a dataset of Forward reaction prediction with 1.9M reactions from USPTO patents (1976-2016). Predict the product of the given reaction. (1) Given the reactants FC(F)(F)C(O)=O.[NH:8]1[CH2:11][CH:10]([C:12]2[CH:20]=[CH:19][CH:18]=[C:17]3[C:13]=2[CH:14]=[N:15][NH:16]3)[CH2:9]1.N1CCC1.[C:25]1([CH2:31][CH:32]=O)[CH:30]=[CH:29][CH:28]=[CH:27][CH:26]=1.C(O[BH-](OC(=O)C)OC(=O)C)(=O)C.[Na+], predict the reaction product. The product is: [C:25]1([CH2:31][CH2:32][N:8]2[CH2:9][CH:10]([C:12]3[CH:20]=[CH:19][CH:18]=[C:17]4[C:13]=3[CH:14]=[N:15][NH:16]4)[CH2:11]2)[CH:30]=[CH:29][CH:28]=[CH:27][CH:26]=1. (2) Given the reactants C(OC/C=[C:7](\[CH2:9][CH2:10]/[CH:11]=[C:12](\[CH2:14][CH2:15][CH:16]=[C:17]([CH3:19])C)/C)/C)(=O)C, predict the reaction product. The product is: [CH2:7]1[C@@H:9]2[C@@H:15]([CH2:14][CH2:12][CH2:11][CH2:10]2)[CH2:16][CH2:17][CH2:19]1. (3) Given the reactants [CH3:1][O:2][CH:3]1[CH2:6][N:5]([C:7]([C:9]2[CH:18]=[CH:17][C:16]3[C:11](=[C:12]([C:19]4[CH:24]=[CH:23][C:22]([C:25]5[CH:29]=[CH:28][N:27]([CH3:30])[N:26]=5)=[CH:21][CH:20]=4)[CH:13]=[N:14][CH:15]=3)[N:10]=2)=[O:8])[CH2:4]1.C(OO)(=O)C.C1(C)C=CC(S(Cl)(=O)=O)=CC=1.C(C[NH2:50])O, predict the reaction product. The product is: [NH2:50][C:15]1[N:14]=[CH:13][C:12]([C:19]2[CH:24]=[CH:23][C:22]([C:25]3[CH:29]=[CH:28][N:27]([CH3:30])[N:26]=3)=[CH:21][CH:20]=2)=[C:11]2[C:16]=1[CH:17]=[CH:18][C:9]([C:7]([N:5]1[CH2:6][CH:3]([O:2][CH3:1])[CH2:4]1)=[O:8])=[N:10]2. (4) Given the reactants [N+:1]([C:4]1[CH:9]=[CH:8][CH:7]=[CH:6][C:5]=1[CH2:10][C:11]([N:13]([CH3:30])[C@@H:14]([C:21]1[CH:26]=[CH:25][CH:24]=[C:23]([N+:27]([O-])=O)[CH:22]=1)[CH2:15][N:16]1[CH2:20][CH2:19][CH2:18][CH2:17]1)=[O:12])([O-])=O.O.NN.Cl, predict the reaction product. The product is: [NH2:1][C:4]1[CH:9]=[CH:8][CH:7]=[CH:6][C:5]=1[CH2:10][C:11]([N:13]([CH3:30])[C@@H:14]([C:21]1[CH:26]=[CH:25][CH:24]=[C:23]([NH2:27])[CH:22]=1)[CH2:15][N:16]1[CH2:17][CH2:18][CH2:19][CH2:20]1)=[O:12]. (5) The product is: [ClH:4].[CH2:5]([N:12]1[CH2:16][C@@H:15]([CH3:17])[C@H:14]([C:18](=[NH:19])[NH:20][NH2:2])[CH2:13]1)[C:6]1[CH:7]=[CH:8][CH:9]=[CH:10][CH:11]=1. Given the reactants O.[NH2:2]N.[ClH:4].[CH2:5]([N:12]1[CH2:16][C@@H:15]([CH3:17])[C@H:14]([C:18](=[NH:20])[NH2:19])[CH2:13]1)[C:6]1[CH:11]=[CH:10][CH:9]=[CH:8][CH:7]=1.Cl, predict the reaction product.